Dataset: Catalyst prediction with 721,799 reactions and 888 catalyst types from USPTO. Task: Predict which catalyst facilitates the given reaction. (1) Reactant: [C:1]1([CH:7]2[CH2:12][CH2:11][C:10](=O)[CH2:9][CH2:8]2)[CH:6]=[CH:5][CH:4]=[CH:3][CH:2]=1.[C:14]1([CH:20]([C:22]2[CH:27]=[CH:26][CH:25]=[CH:24][CH:23]=2)[NH2:21])[CH:19]=[CH:18][CH:17]=[CH:16][CH:15]=1.C(O[BH-](OC(=O)C)OC(=O)C)(=O)C.[Na+]. Product: [CH:20]([NH:21][C@H:10]1[CH2:11][CH2:12][C@H:7]([C:1]2[CH:6]=[CH:5][CH:4]=[CH:3][CH:2]=2)[CH2:8][CH2:9]1)([C:22]1[CH:23]=[CH:24][CH:25]=[CH:26][CH:27]=1)[C:14]1[CH:19]=[CH:18][CH:17]=[CH:16][CH:15]=1. The catalyst class is: 26. (2) Reactant: C1(P(=O)(C2C=CC=CC=2)C2C=CC=CC=2)C=CC=CC=1.FC(F)(F)S(OS(C(F)(F)F)(=O)=O)(=O)=O.C([S:43][C:44]([CH3:82])([CH2:59][NH:60][C:61]([C:63]1[NH:64][C:65]2[C:70]([CH:71]=1)=[CH:69][CH:68]=[CH:67][C:66]=2[N:72]([CH3:81])[S:73]([C:76]1[S:77][CH:78]=[CH:79][CH:80]=1)(=[O:75])=[O:74])=O)[CH2:45][N:46]1[CH2:51][CH2:50][N:49](C(OC(C)(C)C)=O)[CH2:48][CH2:47]1)C1C=CC=CC=1.CSC.C(=O)([O-])O.[Na+]. Product: [CH3:81][N:72]([C:66]1[CH:67]=[CH:68][CH:69]=[C:70]2[C:65]=1[NH:64][C:63]([C:61]1[S:43][C:44]([CH3:82])([CH2:45][N:46]3[CH2:51][CH2:50][NH:49][CH2:48][CH2:47]3)[CH2:59][N:60]=1)=[CH:71]2)[S:73]([C:76]1[S:77][CH:78]=[CH:79][CH:80]=1)(=[O:75])=[O:74]. The catalyst class is: 10.